Dataset: Peptide-MHC class I binding affinity with 185,985 pairs from IEDB/IMGT. Task: Regression. Given a peptide amino acid sequence and an MHC pseudo amino acid sequence, predict their binding affinity value. This is MHC class I binding data. The peptide sequence is EKEENLVNSL. The MHC is HLA-B08:01 with pseudo-sequence HLA-B08:01. The binding affinity (normalized) is 0.305.